This data is from Peptide-MHC class I binding affinity with 185,985 pairs from IEDB/IMGT. The task is: Regression. Given a peptide amino acid sequence and an MHC pseudo amino acid sequence, predict their binding affinity value. This is MHC class I binding data. (1) The peptide sequence is QLLSCCRF. The MHC is Mamu-B17 with pseudo-sequence Mamu-B17. The binding affinity (normalized) is 0.0698. (2) The binding affinity (normalized) is 0.0847. The MHC is HLA-A02:01 with pseudo-sequence HLA-A02:01. The peptide sequence is LFLSFCSLF. (3) The peptide sequence is KIMSGEKPSV. The MHC is HLA-A02:03 with pseudo-sequence HLA-A02:03. The binding affinity (normalized) is 0.331. (4) The peptide sequence is SRLEILNVL. The MHC is HLA-B27:05 with pseudo-sequence HLA-B27:05. The binding affinity (normalized) is 0.596. (5) The peptide sequence is GQFDSMLAK. The MHC is HLA-A02:03 with pseudo-sequence HLA-A02:03. The binding affinity (normalized) is 0.0847. (6) The peptide sequence is FQESFYEDI. The binding affinity (normalized) is 0.224. The MHC is HLA-A02:03 with pseudo-sequence HLA-A02:03. (7) The binding affinity (normalized) is 0.319. The MHC is Mamu-B01 with pseudo-sequence Mamu-B01. The peptide sequence is IDEEDDDLV.